Task: Regression. Given a peptide amino acid sequence and an MHC pseudo amino acid sequence, predict their binding affinity value. This is MHC class I binding data.. Dataset: Peptide-MHC class I binding affinity with 185,985 pairs from IEDB/IMGT (1) The peptide sequence is GLACDLPGR. The MHC is HLA-A02:01 with pseudo-sequence HLA-A02:01. The binding affinity (normalized) is 0.133. (2) The peptide sequence is GIADIRDKYM. The MHC is HLA-A02:02 with pseudo-sequence HLA-A02:02. The binding affinity (normalized) is 1.00. (3) The peptide sequence is NIAPLMVAY. The MHC is HLA-A24:02 with pseudo-sequence HLA-A24:02. The binding affinity (normalized) is 0.